From a dataset of Catalyst prediction with 721,799 reactions and 888 catalyst types from USPTO. Predict which catalyst facilitates the given reaction. (1) Reactant: [C:1]1([C:35]2[CH:40]=[CH:39][CH:38]=[CH:37][CH:36]=2)[CH:6]=[CH:5][C:4]([CH2:7][C@@H:8]([NH:15][C:16]([C:18]2[CH:19]=[C:20]([C:32]([OH:34])=[O:33])[N:21]([CH2:23][C:24]3[CH:29]=[C:28]([F:30])[CH:27]=[CH:26][C:25]=3Cl)[N:22]=2)=[O:17])[CH2:9][CH:10]([C:12]([OH:14])=[O:13])[OH:11])=[CH:3][CH:2]=1.CC(O)=O.[BH4-].[Na+].[Na+].[Cl-:48]. Product: [C:1]1([C:35]2[CH:36]=[CH:37][CH:38]=[CH:39][CH:40]=2)[CH:2]=[CH:3][C:4]([CH2:7][C@@H:8]([NH:15][C:16]([C:18]2[CH:19]=[C:20]([C:32]([OH:34])=[O:33])[N:21]([CH2:23][C:24]3[CH:29]=[C:28]([F:30])[CH:27]=[C:26]([Cl:48])[CH:25]=3)[N:22]=2)=[O:17])[CH2:9][CH:10]([C:12]([OH:14])=[O:13])[OH:11])=[CH:5][CH:6]=1. The catalyst class is: 34. (2) Reactant: O1CCCC1.[CH3:6][C:7]1([CH3:19])[C:11]([CH3:13])([CH3:12])[O:10][B:9]([C:14]2[CH:15]=[N:16][NH:17][CH:18]=2)[O:8]1.[H-].[Na+].[CH3:22][Si:23]([CH3:30])([CH3:29])[CH2:24][CH2:25][O:26][CH2:27]Cl. Product: [CH3:6][C:7]1([CH3:19])[C:11]([CH3:12])([CH3:13])[O:10][B:9]([C:14]2[CH:18]=[N:17][N:16]([CH2:27][O:26][CH2:25][CH2:24][Si:23]([CH3:30])([CH3:29])[CH3:22])[CH:15]=2)[O:8]1. The catalyst class is: 6. (3) Reactant: [N:1]1([CH2:7][CH2:8][CH2:9][OH:10])[CH2:6][CH2:5][O:4][CH2:3][CH2:2]1.[C:11]1([CH3:21])[CH:16]=[CH:15][C:14]([S:17](Cl)(=[O:19])=[O:18])=[CH:13][CH:12]=1. Product: [N:1]1([CH2:7][CH2:8][CH2:9][O:10][S:17]([C:14]2[CH:15]=[CH:16][C:11]([CH3:21])=[CH:12][CH:13]=2)(=[O:19])=[O:18])[CH2:6][CH2:5][O:4][CH2:3][CH2:2]1. The catalyst class is: 341. (4) Reactant: C(OC(N1C2C(=CC=C(F)C=2)C(C2C=CC3S(=O)(=O)N(CC4C=CC=CN=4)[C@H](C)C=3C=2)=C1)=O)(C)(C)C.[F:37][C:38]1[CH:46]=[C:45]2[C:41]([C:42]([C:47]3[CH:48]=[CH:49][C:50]4[S:54](=[O:56])(=[O:55])[N:53]([CH2:57][C:58]5[CH:63]=[CH:62][CH:61]=[C:60]([CH3:64])[N:59]=5)[C@H:52]([CH3:65])[C:51]=4[CH:66]=3)=[CH:43][NH:44]2)=[CH:40][CH:39]=1.Cl. Product: [F:37][C:38]1[CH:46]=[C:45]2[C:41]([C:42]([C:47]3[CH:48]=[CH:49][C:50]4[S:54](=[O:55])(=[O:56])[N:53]([CH2:57][C:58]5[CH:63]=[CH:62][CH:61]=[C:60]([CH3:64])[N:59]=5)[C@H:52]([CH3:65])[C:51]=4[CH:66]=3)=[CH:43][NH:44]2)=[CH:40][CH:39]=1. The catalyst class is: 817.